This data is from Peptide-MHC class I binding affinity with 185,985 pairs from IEDB/IMGT. The task is: Regression. Given a peptide amino acid sequence and an MHC pseudo amino acid sequence, predict their binding affinity value. This is MHC class I binding data. The peptide sequence is FTENGPWMY. The MHC is HLA-B46:01 with pseudo-sequence HLA-B46:01. The binding affinity (normalized) is 0.0847.